This data is from Forward reaction prediction with 1.9M reactions from USPTO patents (1976-2016). The task is: Predict the product of the given reaction. Given the reactants Cl.[Cl:2][C:3]1[CH:4]=[C:5]([N:9]2[C:13]([CH2:14][NH2:15])=[CH:12][C:11]([C:16]([F:19])([F:18])[F:17])=[N:10]2)[CH:6]=[CH:7][CH:8]=1.[F:20][C:21]1[CH:22]=[C:23]([NH:31][C:32](=O)[O:33]C2C=CC=CC=2)[CH:24]=[CH:25][C:26]=1[C:27]1([OH:30])[CH2:29][CH2:28]1, predict the reaction product. The product is: [Cl:2][C:3]1[CH:4]=[C:5]([N:9]2[C:13]([CH2:14][NH:15][C:32]([NH:31][C:23]3[CH:24]=[CH:25][C:26]([C:27]4([OH:30])[CH2:28][CH2:29]4)=[C:21]([F:20])[CH:22]=3)=[O:33])=[CH:12][C:11]([C:16]([F:17])([F:18])[F:19])=[N:10]2)[CH:6]=[CH:7][CH:8]=1.